From a dataset of Forward reaction prediction with 1.9M reactions from USPTO patents (1976-2016). Predict the product of the given reaction. (1) Given the reactants C1(CCCCCCCCNC([C:18]2[CH:19]=[C:20]([C:35]3[CH:40]=[CH:39][CH:38]=[C:37](C(F)(F)F)[CH:36]=3)[C:21]([OH:34])=[C:22](C3C=CC=C(C(F)(F)F)C=3)[CH:23]=2)=O)C=CC=CC=1.Br[C:46]1[CH:51]=[C:50](I)[C:49](O)=[C:48](I)[CH:47]=1, predict the reaction product. The product is: [C:46]1([C:18]2[CH:23]=[C:22]([C:18]3[CH:19]=[CH:20][CH:21]=[CH:22][CH:23]=3)[C:21]([OH:34])=[C:20]([C:35]3[CH:40]=[CH:39][CH:38]=[CH:37][CH:36]=3)[CH:19]=2)[CH:51]=[CH:50][CH:49]=[CH:48][CH:47]=1. (2) Given the reactants C(OC(=O)[NH:7][C:8]1[S:12][C:11]2[CH:13]=[CH:14][CH:15]=[CH:16][C:10]=2[C:9]=1[C:17]1[O:21][N:20]=[C:19]([CH:22]2[CH2:24][CH2:23]2)[N:18]=1)(C)(C)C.C(O)(C(F)(F)F)=O, predict the reaction product. The product is: [CH:22]1([C:19]2[N:18]=[C:17]([C:9]3[C:10]4[CH:16]=[CH:15][CH:14]=[CH:13][C:11]=4[S:12][C:8]=3[NH2:7])[O:21][N:20]=2)[CH2:24][CH2:23]1. (3) Given the reactants C1(C)C=CC(S([CH:10](O)[C@H:11]2[O:15][C@@H:14]([N:16]3[CH:24]=[C:22]([CH3:23])[C:20](=[O:21])[NH:19][C:17]3=[O:18])[CH2:13][C@@H:12]2[OH:25])(=O)=O)=CC=1.[N-:28]=[N+:29]=[N-:30].[Na+].C(Cl)Cl, predict the reaction product. The product is: [N:28]([CH2:10][C@H:11]1[O:15][C@@H:14]([N:16]2[CH:24]=[C:22]([CH3:23])[C:20](=[O:21])[NH:19][C:17]2=[O:18])[CH2:13][C@@H:12]1[OH:25])=[N+:29]=[N-:30]. (4) Given the reactants Cl[C:2]1[CH:7]=[C:6]([Cl:8])[N:5]=[C:4]([NH2:9])[N:3]=1.[NH:10]1[CH2:16][CH2:15][CH2:14][CH2:13][CH2:12][CH2:11]1.C(N(CC)CC)C, predict the reaction product. The product is: [Cl:8][C:6]1[CH:7]=[C:2]([N:10]2[CH2:16][CH2:15][CH2:14][CH2:13][CH2:12][CH2:11]2)[N:3]=[C:4]([NH2:9])[N:5]=1. (5) Given the reactants C[N:2]([CH3:8])/[CH:3]=[CH:4]/[C:5](=O)[CH3:6].[NH:9]([C:11]1[CH:16]=[CH:15][CH:14]=CN=1)[NH2:10], predict the reaction product. The product is: [CH3:14][C:15]1[CH:16]=[CH:11][N:9]([C:8]2[CH:6]=[CH:5][CH:4]=[CH:3][N:2]=2)[N:10]=1. (6) Given the reactants [O:1]=[C:2]([CH3:17])[CH2:3][C:4]([NH:6][C:7]1[N:16]=[CH:15][CH:14]=[CH:13][C:8]=1[C:9]([O:11]C)=O)=[O:5].C[O-].[Na+], predict the reaction product. The product is: [C:2]([C:3]1[C:4](=[O:5])[NH:6][C:7]2[C:8]([C:9]=1[OH:11])=[CH:13][CH:14]=[CH:15][N:16]=2)(=[O:1])[CH3:17]. (7) Given the reactants [Si:1]([O:8][C:9]1[CH:10]=[C:11]2[C:16](=[CH:17][CH:18]=1)[CH:15]=[C:14]([CH2:19][CH2:20][CH2:21][CH2:22][NH2:23])[CH:13]=[CH:12]2)([C:4]([CH3:7])([CH3:6])[CH3:5])([CH3:3])[CH3:2].[NH2:24][C:25]1[C:26]([C:33]([NH:35][C:36](SC)=[NH:37])=[O:34])=[N:27][C:28]([Cl:32])=[C:29]([NH2:31])[N:30]=1.C(N(C(C)C)CC)(C)C, predict the reaction product. The product is: [NH2:24][C:25]1[C:26]([C:33]([NH:35][C:36](=[NH:37])[NH:23][CH2:22][CH2:21][CH2:20][CH2:19][C:14]2[CH:13]=[CH:12][C:11]3[C:16](=[CH:17][CH:18]=[C:9]([O:8][Si:1]([C:4]([CH3:7])([CH3:6])[CH3:5])([CH3:3])[CH3:2])[CH:10]=3)[CH:15]=2)=[O:34])=[N:27][C:28]([Cl:32])=[C:29]([NH2:31])[N:30]=1.